This data is from Forward reaction prediction with 1.9M reactions from USPTO patents (1976-2016). The task is: Predict the product of the given reaction. (1) Given the reactants C(OCC)(=O)CC(C)=O.[CH3:10][N:11]1[CH2:16][CH2:15][CH:14]([NH:17][NH2:18])[CH2:13][CH2:12]1.[CH:19]1([C:22]2N(C(C)C)N=[CH:24][C:23]=2[CH:30]=[O:31])CC1, predict the reaction product. The product is: [CH3:19][C:22]1[N:17]([CH:14]2[CH2:15][CH2:16][N:11]([CH3:10])[CH2:12][CH2:13]2)[N:18]=[CH:24][C:23]=1[CH:30]=[O:31]. (2) Given the reactants [CH3:1][S:2][C:3]1[CH:8]=[CH:7][C:6]([CH2:9][C:10]([OH:12])=[O:11])=[CH:5][CH:4]=1.[C:13]([O-])(O)=O.[Na+].IC, predict the reaction product. The product is: [CH3:13][O:11][C:10](=[O:12])[CH2:9][C:6]1[CH:5]=[CH:4][C:3]([S:2][CH3:1])=[CH:8][CH:7]=1. (3) Given the reactants [N+:1]([C:4]1[CH:5]=[C:6]([NH:10][C:11]([NH2:13])=[O:12])[CH:7]=[CH:8][CH:9]=1)([O-])=O, predict the reaction product. The product is: [NH2:1][C:4]1[CH:5]=[C:6]([NH:10][C:11]([NH2:13])=[O:12])[CH:7]=[CH:8][CH:9]=1. (4) Given the reactants [NH2:1][C:2]1[N:6]([CH:7]2[CH2:11][CH2:10][S:9](=[O:13])(=[O:12])[CH2:8]2)[N:5]=[C:4]([CH2:14][CH3:15])[C:3]=1[C:16]([O:18]CC)=[O:17].[OH-].[Li+].O, predict the reaction product. The product is: [NH2:1][C:2]1[N:6]([CH:7]2[CH2:11][CH2:10][S:9](=[O:13])(=[O:12])[CH2:8]2)[N:5]=[C:4]([CH2:14][CH3:15])[C:3]=1[C:16]([OH:18])=[O:17].